This data is from Reaction yield outcomes from USPTO patents with 853,638 reactions. The task is: Predict the reaction yield, written as a fraction of the theoretical maximum amount of product (1.0 means a 100% yield; for example, 0.34 means a 34% yield). (1) The reactants are C(N(C(C)C)CC)(C)C.[CH2:10]([NH:12][C:13]([NH:15][C:16]1[N:21]=[CH:20][C:19]([C:22]2[CH:23]=[N:24][CH:25]=[C:26]([C:28]([NH:30][NH2:31])=[O:29])[CH:27]=2)=[C:18]([C:32]2[CH:37]=[CH:36][C:35]([N:38]3[CH2:43][CH2:42][O:41][CH2:40][CH2:39]3)=[CH:34][CH:33]=2)[CH:17]=1)=[O:14])[CH3:11].[C:44](N1C=CN=C1)(N1C=CN=C1)=[O:45]. The catalyst is CN(C=O)C. The product is [CH2:10]([NH:12][C:13]([NH:15][C:16]1[N:21]=[CH:20][C:19]([C:22]2[CH:23]=[N:24][CH:25]=[C:26]([C:28]3[O:29][C:44](=[O:45])[NH:31][N:30]=3)[CH:27]=2)=[C:18]([C:32]2[CH:33]=[CH:34][C:35]([N:38]3[CH2:39][CH2:40][O:41][CH2:42][CH2:43]3)=[CH:36][CH:37]=2)[CH:17]=1)=[O:14])[CH3:11]. The yield is 0.620. (2) The reactants are S(Cl)([Cl:4])(=O)=O.[CH2:6]([O:8][C:9](=[O:18])[CH2:10][C:11](=[O:17])[C:12]([CH3:16])([CH3:15])[CH:13]=[CH2:14])[CH3:7]. The catalyst is C(Cl)(Cl)Cl. The product is [CH2:6]([O:8][C:9](=[O:18])[CH:10]([Cl:4])[C:11](=[O:17])[C:12]([CH3:16])([CH3:15])[CH:13]=[CH2:14])[CH3:7]. The yield is 0.930. (3) The reactants are [CH2:1]([O:3][C:4](=O)[C:5]1[CH:10]=[CH:9][C:8]([C:11]#[C:12]C2C=C3C(=CC=2)N(C2CC2)CCC3(C)C)=[CH:7][CH:6]=1)C.[CH3:29][O:30][C:31](=[O:40])[CH2:32][C:33]1[CH:38]=[CH:37][C:36](I)=[CH:35][CH:34]=1.[CH2:41](N(CC)CC)[CH3:42]. The catalyst is [Cu]I.Cl[Pd](Cl)([P](C1C=CC=CC=1)(C1C=CC=CC=1)C1C=CC=CC=1)[P](C1C=CC=CC=1)(C1C=CC=CC=1)C1C=CC=CC=1. The product is [CH3:1][O:3][C:4]1([C:5]2[CH:6]=[CH:7][C:8]([C:11]#[C:12][C:36]3[CH:37]=[CH:38][C:33]([CH2:32][C:31]([O:30][CH3:29])=[O:40])=[CH:34][CH:35]=3)=[CH:9][CH:10]=2)[CH2:42][CH2:41]1. The yield is 0.780. (4) The reactants are [CH3:1][C:2]1[N:6]([C:7]2[CH:12]=[CH:11][CH:10]=[C:9]([C:13]([F:16])([F:15])[F:14])[CH:8]=2)[C:5](=[O:17])[NH:4][C:3]=1[C:18]1[N:22]([C:23]2[CH:30]=[CH:29][C:26]([C:27]#[N:28])=[CH:25][CH:24]=2)[N:21]=[CH:20][N:19]=1.[CH:31]1([N:36]=[C:37]=[O:38])[CH2:35][CH2:34][CH2:33][CH2:32]1.CCN(C(C)C)C(C)C. The catalyst is C(Cl)Cl. The product is [CH:31]1([NH:36][C:37]([N:4]2[C:3]([C:18]3[N:22]([C:23]4[CH:24]=[CH:25][C:26]([C:27]#[N:28])=[CH:29][CH:30]=4)[N:21]=[CH:20][N:19]=3)=[C:2]([CH3:1])[N:6]([C:7]3[CH:12]=[CH:11][CH:10]=[C:9]([C:13]([F:15])([F:16])[F:14])[CH:8]=3)[C:5]2=[O:17])=[O:38])[CH2:35][CH2:34][CH2:33][CH2:32]1. The yield is 0.730. (5) The reactants are Cl.[CH3:2][C@@:3]([S:31]([CH3:34])(=[O:33])=[O:32])([CH2:14][CH2:15][N:16]1[CH:21]=[CH:20][C:19]([CH2:22][CH2:23][C:24]2[CH:29]=[CH:28][CH:27]=[CH:26][CH:25]=2)=[CH:18][C:17]1=[O:30])[C:4]([NH:6][O:7]C1CCCCO1)=[O:5]. The catalyst is ClCCl.CO. The product is [OH:7][NH:6][C:4](=[O:5])[C@:3]([CH3:2])([S:31]([CH3:34])(=[O:33])=[O:32])[CH2:14][CH2:15][N:16]1[CH:21]=[CH:20][C:19]([CH2:22][CH2:23][C:24]2[CH:25]=[CH:26][CH:27]=[CH:28][CH:29]=2)=[CH:18][C:17]1=[O:30]. The yield is 0.700.